Dataset: hERG Central: cardiac toxicity at 1µM, 10µM, and general inhibition. Task: Predict hERG channel inhibition at various concentrations. (1) The drug is COc1ccc(-n2c(-c3ccccc3[N+](=O)[O-])nc3ccccc3c2=O)cc1. Results: hERG_inhib (hERG inhibition (general)): blocker. (2) The molecule is Cc1ccc(S(=O)(=O)N2CCCC2)cc1C(=O)NCc1ccccc1CN1CCCC1. Results: hERG_inhib (hERG inhibition (general)): blocker. (3) The molecule is COc1ccc(-n2cnnc2SCC(=O)Nc2cc(S(=O)(=O)N3CCCCC3)ccc2C)cc1. Results: hERG_inhib (hERG inhibition (general)): blocker.